Dataset: Forward reaction prediction with 1.9M reactions from USPTO patents (1976-2016). Task: Predict the product of the given reaction. (1) Given the reactants [Cl:1][C:2]1[N:10]=[CH:9][C:8]2[NH:7][C:6]3[N:11]=[CH:12][C:13]([F:15])=[CH:14][C:5]=3[C:4]=2[CH:3]=1.[H-].[Na+].[S:18](Cl)([C:21]1[CH:27]=[CH:26][C:24]([CH3:25])=[CH:23][CH:22]=1)(=[O:20])=[O:19].C([O-])(O)=O.[Na+], predict the reaction product. The product is: [Cl:1][C:2]1[N:10]=[CH:9][C:8]2[N:7]([S:18]([C:21]3[CH:27]=[CH:26][C:24]([CH3:25])=[CH:23][CH:22]=3)(=[O:20])=[O:19])[C:6]3[N:11]=[CH:12][C:13]([F:15])=[CH:14][C:5]=3[C:4]=2[CH:3]=1. (2) Given the reactants [Cl:1][C:2]1[CH:3]=[C:4]([S:9]([NH:12][C:13]2[CH:18]=[CH:17][N:16]=[C:15]([CH:19]([CH3:21])[CH3:20])[N:14]=2)(=[O:11])=[O:10])[CH:5]=[CH:6][C:7]=1[Cl:8].C(=O)([O-])[O-].[Cs+].[Cs+].Cl[CH2:29][C:30]([N:32]([CH3:34])[CH3:33])=[O:31], predict the reaction product. The product is: [Cl:1][C:2]1[CH:3]=[C:4]([S:9]([N:12]([C:13]2[CH:18]=[CH:17][N:16]=[C:15]([CH:19]([CH3:21])[CH3:20])[N:14]=2)[CH2:29][C:30]([N:32]([CH3:34])[CH3:33])=[O:31])(=[O:10])=[O:11])[CH:5]=[CH:6][C:7]=1[Cl:8]. (3) Given the reactants [Cl:1][C:2]1[CH:7]=[CH:6][C:5]([CH:8]2[N:12]([C:13]3[CH:18]=[CH:17][C:16]([Cl:19])=[CH:15][C:14]=3[Cl:20])[N:11]=[C:10]([C:21]([OH:23])=O)[CH:9]2[CH3:24])=[CH:4][CH:3]=1.S(Cl)(Cl)=O.[NH2:29][N:30]1[CH2:35][CH2:34][CH2:33][CH2:32][CH2:31]1.C(N(CC)C(C)C)(C)C.Cl, predict the reaction product. The product is: [ClH:1].[N:30]1([NH:29][C:21]([C:10]2[C@@H:9]([CH3:24])[C@H:8]([C:5]3[CH:4]=[CH:3][C:2]([Cl:1])=[CH:7][CH:6]=3)[N:12]([C:13]3[CH:18]=[CH:17][C:16]([Cl:19])=[CH:15][C:14]=3[Cl:20])[N:11]=2)=[O:23])[CH2:35][CH2:34][CH2:33][CH2:32][CH2:31]1. (4) Given the reactants [CH2:1]([O:19][C:20]1[CH:21]=[C:22]([CH:25]=[C:26]([O:47][CH2:48][CH2:49][CH2:50][CH2:51][CH2:52][CH2:53][CH2:54][CH2:55][CH2:56][CH2:57][CH2:58][CH2:59][CH2:60][CH2:61][CH2:62][CH2:63][CH2:64][CH3:65])[C:27]=1[O:28][CH2:29][CH2:30][CH2:31][CH2:32][CH2:33][CH2:34][CH2:35][CH2:36][CH2:37][CH2:38][CH2:39][CH2:40][CH2:41][CH2:42][CH2:43][CH2:44][CH2:45][CH3:46])[CH2:23]O)[CH2:2][CH2:3][CH2:4][CH2:5][CH2:6][CH2:7][CH2:8][CH2:9][CH2:10][CH2:11][CH2:12][CH2:13][CH2:14][CH2:15][CH2:16][CH2:17][CH3:18].S(Cl)([Cl:68])=O, predict the reaction product. The product is: [CH2:1]([O:19][C:20]1[CH:21]=[C:22]([CH:25]=[C:26]([O:47][CH2:48][CH2:49][CH2:50][CH2:51][CH2:52][CH2:53][CH2:54][CH2:55][CH2:56][CH2:57][CH2:58][CH2:59][CH2:60][CH2:61][CH2:62][CH2:63][CH2:64][CH3:65])[C:27]=1[O:28][CH2:29][CH2:30][CH2:31][CH2:32][CH2:33][CH2:34][CH2:35][CH2:36][CH2:37][CH2:38][CH2:39][CH2:40][CH2:41][CH2:42][CH2:43][CH2:44][CH2:45][CH3:46])[CH2:23][Cl:68])[CH2:2][CH2:3][CH2:4][CH2:5][CH2:6][CH2:7][CH2:8][CH2:9][CH2:10][CH2:11][CH2:12][CH2:13][CH2:14][CH2:15][CH2:16][CH2:17][CH3:18]. (5) Given the reactants [CH2:1]([C:3]1[CH:8]=[C:7]([CH3:9])[CH:6]=[C:5]([CH2:10][CH3:11])[C:4]=1[C:12]1[C:13](=[O:32])[N:14]([CH3:31])[N:15]=[C:16]([CH2:26][O:27]COC)[C:17]=1[O:18][CH2:19][C:20]1[CH:25]=[CH:24][CH:23]=[CH:22][CH:21]=1)[CH3:2].Cl.O.[OH-].[Na+], predict the reaction product. The product is: [CH2:1]([C:3]1[CH:8]=[C:7]([CH3:9])[CH:6]=[C:5]([CH2:10][CH3:11])[C:4]=1[C:12]1[C:13](=[O:32])[N:14]([CH3:31])[N:15]=[C:16]([CH2:26][OH:27])[C:17]=1[O:18][CH2:19][C:20]1[CH:25]=[CH:24][CH:23]=[CH:22][CH:21]=1)[CH3:2]. (6) Given the reactants [Li+].C[Si]([N-][Si](C)(C)C)(C)C.[C:11]([O:14][C:15]([CH3:18])([CH3:17])[CH3:16])(=[O:13])[CH3:12].[Cl:19][C:20]1[CH:21]=[C:22]2[C:26](=[CH:27][CH:28]=1)[N:25]([C:29]1[CH:34]=[CH:33][CH:32]=[C:31]([C:35]([F:38])([F:37])[F:36])[CH:30]=1)[C:24]([C:39](OCC)=[O:40])=[CH:23]2.C([O-])(O)=O.[Na+], predict the reaction product. The product is: [Cl:19][C:20]1[CH:21]=[C:22]2[C:26](=[CH:27][CH:28]=1)[N:25]([C:29]1[CH:34]=[CH:33][CH:32]=[C:31]([C:35]([F:36])([F:38])[F:37])[CH:30]=1)[C:24]([C:39](=[O:40])[CH2:12][C:11]([O:14][C:15]([CH3:18])([CH3:17])[CH3:16])=[O:13])=[CH:23]2. (7) Given the reactants Cl[C:2]1[CH:7]=[CH:6][N:5]=[CH:4][C:3]=1[N+:8]([O-:10])=[O:9].[CH3:11][C:12]1([CH2:15][OH:16])[CH2:14][CH2:13]1.[H-].[Na+].CN(C=O)C, predict the reaction product. The product is: [CH3:11][C:12]1([CH2:15][O:16][C:2]2[CH:7]=[CH:6][N:5]=[CH:4][C:3]=2[N+:8]([O-:10])=[O:9])[CH2:14][CH2:13]1. (8) The product is: [C:34]([O:33][C:31]([N:25]1[CH2:30][CH2:29][N:28]([C:9]2[N:8]=[C:7]([NH2:13])[C:6]3[C:11](=[C:2]([Br:1])[C:3]([O:16][CH3:17])=[C:4]([O:14][CH3:15])[CH:5]=3)[N:10]=2)[CH2:27][CH2:26]1)=[O:32])([CH3:37])([CH3:35])[CH3:36]. Given the reactants [Br:1][C:2]1[C:3]([O:16][CH3:17])=[C:4]([O:14][CH3:15])[CH:5]=[C:6]2[C:11]=1[N:10]=[C:9](Cl)[N:8]=[C:7]2[NH2:13].C(N(CC)CC)C.[N:25]1([C:31]([O:33][C:34]([CH3:37])([CH3:36])[CH3:35])=[O:32])[CH2:30][CH2:29][NH:28][CH2:27][CH2:26]1, predict the reaction product.